This data is from Full USPTO retrosynthesis dataset with 1.9M reactions from patents (1976-2016). The task is: Predict the reactants needed to synthesize the given product. (1) Given the product [F:1][C:2]1[CH:28]=[C:27]([F:29])[CH:26]=[CH:25][C:3]=1[O:4][CH:5]1[CH2:6][CH2:7][N:8]([C:11]2[N:12]=[C:13]3[CH2:24][CH2:23][N:22]([C:37]([O:38][CH3:39])=[O:40])[CH2:21][C:14]3=[N:15][C:16]=2[NH:17][CH:18]([CH3:20])[CH3:19])[CH2:9][CH2:10]1, predict the reactants needed to synthesize it. The reactants are: [F:1][C:2]1[CH:28]=[C:27]([F:29])[CH:26]=[CH:25][C:3]=1[O:4][CH:5]1[CH2:10][CH2:9][N:8]([C:11]2[N:12]=[C:13]3[CH2:24][CH2:23][NH:22][CH2:21][C:14]3=[N:15][C:16]=2[NH:17][CH:18]([CH3:20])[CH3:19])[CH2:7][CH2:6]1.C(N(CC)CC)C.[C:37](Cl)(=[O:40])[O:38][CH3:39]. (2) Given the product [Br:8][C:9]1[CH:18]=[CH:17][CH:16]=[C:11]2[C:10]=1[CH2:19][N:29]([CH:28]([CH2:30][CH2:31][C:32](=[O:34])[NH2:33])[C:27]([O:26][C:22]([CH3:25])([CH3:23])[CH3:24])=[O:35])[C:12]2=[O:14], predict the reactants needed to synthesize it. The reactants are: C(N(CC)CC)C.[Br:8][C:9]1[C:10]([CH2:19]Br)=[C:11]([CH:16]=[CH:17][CH:18]=1)[C:12]([O:14]C)=O.Cl.[C:22]([O:26][C:27](=[O:35])[C@H:28]([CH2:30][CH2:31][C:32](=[O:34])[NH2:33])[NH2:29])([CH3:25])([CH3:24])[CH3:23].